From a dataset of Forward reaction prediction with 1.9M reactions from USPTO patents (1976-2016). Predict the product of the given reaction. (1) The product is: [C:1]([O:5][C:6]([NH:8][C@@H:9]([CH2:14][C:15]1[CH:16]=[CH:17][CH:18]=[CH:19][CH:20]=1)[C@@H:10]([OH:13])[CH2:11][O:12][S:22]([CH3:21])(=[O:24])=[O:23])=[O:7])([CH3:4])([CH3:2])[CH3:3]. Given the reactants [C:1]([O:5][C:6]([NH:8][C@@H:9]([CH2:14][C:15]1[CH:20]=[CH:19][CH:18]=[CH:17][CH:16]=1)[C@@H:10]([OH:13])[CH2:11][OH:12])=[O:7])([CH3:4])([CH3:3])[CH3:2].[CH3:21][S:22](Cl)(=[O:24])=[O:23].C(N(CC)CC)C.CCCCCCC, predict the reaction product. (2) The product is: [CH3:1][S:2]([CH3:4])(=[N:16][C:15]1[CH:17]=[C:18]([N+:20]([O-:22])=[O:21])[CH:19]=[C:13]([O:12][CH3:11])[CH:14]=1)=[O:3]. Given the reactants [CH3:1][S:2]([CH3:4])=[O:3].ClOC(C)(C)C.[CH3:11][O:12][C:13]1[CH:14]=[C:15]([CH:17]=[C:18]([N+:20]([O-:22])=[O:21])[CH:19]=1)[NH2:16].CCN(CC)CC, predict the reaction product. (3) Given the reactants [NH:1]1[CH2:6][CH2:5][NH:4][CH2:3]/[C:2]/1=[N:7]/[NH:8][C:9](=O)[C:10]([F:13])([F:12])[F:11].[ClH:15].C(OC)(C)(C)C, predict the reaction product. The product is: [ClH:15].[F:11][C:10]([F:13])([F:12])[C:9]1[N:1]2[CH2:6][CH2:5][NH:4][CH2:3][C:2]2=[N:7][N:8]=1.